Task: Regression/Classification. Given a drug SMILES string, predict its absorption, distribution, metabolism, or excretion properties. Task type varies by dataset: regression for continuous measurements (e.g., permeability, clearance, half-life) or binary classification for categorical outcomes (e.g., BBB penetration, CYP inhibition). Dataset: cyp2d6_substrate_carbonmangels.. Dataset: CYP2D6 substrate classification data from Carbon-Mangels et al. (1) The compound is CCC(=O)NS(=O)(=O)c1ccc(-c2c(-c3ccccc3)noc2C)cc1. The result is 0 (non-substrate). (2) The drug is CC(=O)Nc1nnc(S(N)(=O)=O)s1. The result is 0 (non-substrate). (3) The molecule is COc1ccc(C(=O)Nc2ccccc2CC[C@H]2CCCCN2C)cc1. The result is 1 (substrate). (4) The molecule is COc1ccc(Cc2nccc3cc(OC)c(OC)cc23)cc1OC. The result is 1 (substrate). (5) The drug is CCC[C@H]1O[C@@H]2C[C@H]3[C@@H]4CCC5=CC(=O)C=C[C@]5(C)[C@H]4[C@@H](O)C[C@]3(C)[C@]2(C(=O)CO)O1. The result is 0 (non-substrate). (6) The drug is CNCC[C@@H](Oc1ccc(C(F)(F)F)cc1)c1ccccc1. The result is 1 (substrate). (7) The compound is CC(C)(C)NC[C@H](O)COc1ccccc1C#N. The result is 1 (substrate). (8) The drug is C[C@@H](NC(C)(C)C)C(=O)c1cccc(Cl)c1. The result is 0 (non-substrate). (9) The compound is O=C(O)CCCC/C=C(\c1ccccc1)c1cccnc1. The result is 0 (non-substrate). (10) The drug is COc1cc(OC)nc(NS(=O)(=O)c2ccc(N)cc2)n1. The result is 0 (non-substrate).